From a dataset of NCI-60 drug combinations with 297,098 pairs across 59 cell lines. Regression. Given two drug SMILES strings and cell line genomic features, predict the synergy score measuring deviation from expected non-interaction effect. (1) Cell line: SF-295. Synergy scores: CSS=10.0, Synergy_ZIP=4.24, Synergy_Bliss=7.64, Synergy_Loewe=-7.45, Synergy_HSA=5.21. Drug 1: CC1C(C(=O)NC(C(=O)N2CCCC2C(=O)N(CC(=O)N(C(C(=O)O1)C(C)C)C)C)C(C)C)NC(=O)C3=C4C(=C(C=C3)C)OC5=C(C(=O)C(=C(C5=N4)C(=O)NC6C(OC(=O)C(N(C(=O)CN(C(=O)C7CCCN7C(=O)C(NC6=O)C(C)C)C)C)C(C)C)C)N)C. Drug 2: CS(=O)(=O)CCNCC1=CC=C(O1)C2=CC3=C(C=C2)N=CN=C3NC4=CC(=C(C=C4)OCC5=CC(=CC=C5)F)Cl. (2) Drug 1: C1CN1P(=S)(N2CC2)N3CC3. Drug 2: C1=CC=C(C(=C1)C(C2=CC=C(C=C2)Cl)C(Cl)Cl)Cl. Cell line: CCRF-CEM. Synergy scores: CSS=63.5, Synergy_ZIP=-0.335, Synergy_Bliss=-4.00, Synergy_Loewe=-33.6, Synergy_HSA=-5.27. (3) Synergy scores: CSS=62.5, Synergy_ZIP=2.18, Synergy_Bliss=2.08, Synergy_Loewe=-17.1, Synergy_HSA=2.90. Cell line: ACHN. Drug 2: CN1C2=C(C=C(C=C2)N(CCCl)CCCl)N=C1CCCC(=O)O.Cl. Drug 1: C1=C(C(=O)NC(=O)N1)N(CCCl)CCCl.